The task is: Regression. Given a peptide amino acid sequence and an MHC pseudo amino acid sequence, predict their binding affinity value. This is MHC class I binding data.. This data is from Peptide-MHC class I binding affinity with 185,985 pairs from IEDB/IMGT. The peptide sequence is FLEESHPGI. The MHC is HLA-B08:02 with pseudo-sequence HLA-B08:02. The binding affinity (normalized) is 0.0847.